This data is from NCI-60 drug combinations with 297,098 pairs across 59 cell lines. The task is: Regression. Given two drug SMILES strings and cell line genomic features, predict the synergy score measuring deviation from expected non-interaction effect. Drug 1: C1=C(C(=O)NC(=O)N1)N(CCCl)CCCl. Drug 2: CN1C(=O)N2C=NC(=C2N=N1)C(=O)N. Cell line: SW-620. Synergy scores: CSS=28.2, Synergy_ZIP=-5.96, Synergy_Bliss=-1.38, Synergy_Loewe=-10.7, Synergy_HSA=-0.898.